Dataset: Full USPTO retrosynthesis dataset with 1.9M reactions from patents (1976-2016). Task: Predict the reactants needed to synthesize the given product. (1) Given the product [Cl:1][C:2]1[CH:7]=[CH:6][C:5]([C:8]2[CH:9]=[C:10]3[C:16]([C:17]([C:19]4[C:20]([F:33])=[C:21]([N:26]([S:27]([CH2:30][CH2:31][CH3:32])(=[O:28])=[O:29])[C:41](=[O:45])[CH:42]([CH3:44])[CH3:43])[CH:22]=[CH:23][C:24]=4[F:25])=[O:18])=[CH:15][NH:14][C:11]3=[N:12][CH:13]=2)=[CH:4][CH:3]=1, predict the reactants needed to synthesize it. The reactants are: [Cl:1][C:2]1[CH:7]=[CH:6][C:5]([C:8]2[CH:9]=[C:10]3[C:16]([C:17]([C:19]4[C:20]([F:33])=[C:21]([NH:26][S:27]([CH2:30][CH2:31][CH3:32])(=[O:29])=[O:28])[CH:22]=[CH:23][C:24]=4[F:25])=[O:18])=[CH:15][NH:14][C:11]3=[N:12][CH:13]=2)=[CH:4][CH:3]=1.C(N(CC)CC)C.[C:41](Cl)(=[O:45])[CH:42]([CH3:44])[CH3:43]. (2) Given the product [N:17]1[CH:22]=[CH:21][C:20]([C:4]2[C:3](=[O:16])[N:2]([CH3:1])[CH:7]=[C:6]([C:8]([O:10][CH3:26])=[O:9])[C:5]=2[C:11]([O:13][CH3:14])=[O:12])=[CH:19][CH:18]=1, predict the reactants needed to synthesize it. The reactants are: [CH3:1][N:2]1[CH:7]=[C:6]([C:8]([OH:10])=[O:9])[C:5]([C:11]([O:13][CH3:14])=[O:12])=[C:4](Cl)[C:3]1=[O:16].[N:17]1[CH:22]=[CH:21][C:20](B(O)O)=[CH:19][CH:18]=1.[C:26]([O-])([O-])=O.[Cs+].[Cs+]. (3) Given the product [Br:1][C:2]1[CH:3]=[N:4][C:5]2[CH:6]=[CH:7][C:8](=[O:17])[N:9]3[C@H:14]([CH2:16][OH:15])[CH2:13][O:12][C:11]=1[C:10]=23, predict the reactants needed to synthesize it. The reactants are: [Br:1][C:2]1[C:11]([O:12][CH2:13][C@@H:14]2[CH2:16][O:15]2)=[C:10]2[C:5]([CH:6]=[CH:7][C:8]([O:17]C)=[N:9]2)=[N:4][CH:3]=1.FC(F)(F)S([O-])(=O)=O.[Yb+3].FC(F)(F)S([O-])(=O)=O.FC(F)(F)S([O-])(=O)=O.C(=O)([O-])O.[Na+]. (4) Given the product [C:10]1([C:9]([C:17]2[CH:22]=[CH:21][CH:20]=[CH:19][CH:18]=2)=[CH2:4])[CH:15]=[CH:14][CH:13]=[CH:12][CH:11]=1, predict the reactants needed to synthesize it. The reactants are: [Mg].II.[CH2:4](Br)C.CCl.[C:9]([C:17]1[CH:22]=[CH:21][CH:20]=[CH:19][CH:18]=1)(=O)[C:10]1[CH:15]=[CH:14][CH:13]=[CH:12][CH:11]=1.[Cl-].[NH4+]. (5) Given the product [Si:12]([O:11][CH:7]1[C:5]2[CH:6]=[C:2]([CH:26]=[O:27])[S:3][C:4]=2[CH2:10][CH2:9][CH2:8]1)([C:15]([CH3:18])([CH3:17])[CH3:16])([CH3:14])[CH3:13], predict the reactants needed to synthesize it. The reactants are: Br[C:2]1[S:3][C:4]2[CH2:10][CH2:9][CH2:8][CH:7]([O:11][Si:12]([C:15]([CH3:18])([CH3:17])[CH3:16])([CH3:14])[CH3:13])[C:5]=2[CH:6]=1.C([Li])CCC.CN(C)[CH:26]=[O:27].[Cl-].[NH4+]. (6) Given the product [CH:14]12[O:15][CH:16]1[CH2:12][CH2:2][CH2:6][CH2:13]2.[NH:4]1[CH:3]=[C:8]([C@@H:9]2[CH2:10][CH2:16][CH2:12][CH2:13][C@H:14]2[OH:15])[CH:7]=[N:5]1, predict the reactants needed to synthesize it. The reactants are: I[C:2]1[CH:3]=[N:4][NH:5][CH:6]=1.[CH2:7]([Li])[CH2:8][CH2:9][CH3:10].[CH2:12]1[CH2:16][O:15][CH2:14][CH2:13]1. (7) Given the product [CH3:3][C:4]1[C:13]2[C:8](=[C:9]([C:20](=[O:22])[CH:21]=[CH:29][C:28]3[CH:31]=[C:32]([O:36][CH3:37])[C:33]([O:34][CH3:35])=[C:26]([O:25][CH3:24])[CH:27]=3)[C:10]([O:14][CH2:15][CH:16]=[C:17]([CH3:18])[CH3:19])=[CH:11][CH:12]=2)[O:7][C:6](=[O:23])[CH:5]=1, predict the reactants needed to synthesize it. The reactants are: [OH-].[K+].[CH3:3][C:4]1[C:13]2[C:8](=[C:9]([C:20](=[O:22])[CH3:21])[C:10]([O:14][CH2:15][CH:16]=[C:17]([CH3:19])[CH3:18])=[CH:11][CH:12]=2)[O:7][C:6](=[O:23])[CH:5]=1.[CH3:24][O:25][C:26]1[CH:27]=[C:28]([CH:31]=[C:32]([O:36][CH3:37])[C:33]=1[O:34][CH3:35])[CH:29]=O.